This data is from Full USPTO retrosynthesis dataset with 1.9M reactions from patents (1976-2016). The task is: Predict the reactants needed to synthesize the given product. (1) Given the product [CH3:34][N:2]([CH2:1][C:9]1[CH:14]=[CH:13][C:12]([C:37]([OH:38])=[O:35])=[CH:11][CH:10]=1)[CH2:3][CH2:4][N:5]([CH3:23])[CH2:6][C:7](=[O:22])[NH:8][C:9]1[CH:10]=[CH:11][C:12]([O:15][C:16]2[CH:17]=[CH:18][CH:19]=[CH:20][CH:21]=2)=[CH:13][CH:14]=1, predict the reactants needed to synthesize it. The reactants are: [CH3:1][N:2]([CH3:34])[CH2:3][CH2:4][N:5]([CH2:23]C1C=CC(C(OC)=O)=CC=1)[CH2:6][C:7](=[O:22])[NH:8][C:9]1[CH:14]=[CH:13][C:12]([O:15][C:16]2[CH:21]=[CH:20][CH:19]=[CH:18][CH:17]=2)=[CH:11][CH:10]=1.[OH-:35].[Na+].[CH3:37][OH:38]. (2) The reactants are: [CH2:1]([O:8][CH2:9][CH2:10][CH2:11][CH:12]([C:21](=O)[C:22]#[C:23][CH:24]1[CH2:27][CH:26]([CH2:28][C:29]([CH3:32])([CH3:31])[CH3:30])[CH2:25]1)[CH2:13][C:14]([O:16][C:17]([CH3:20])([CH3:19])[CH3:18])=[O:15])[C:2]1[CH:7]=[CH:6][CH:5]=[CH:4][CH:3]=1.CO.S([O-])([O-])(=O)=O.[Na+].[Na+].[Cl-].[CH3:44][O:45][NH3+:46]. Given the product [CH2:1]([O:8][CH2:9][CH2:10][CH2:11][CH:12]([C:21](=[N:46][O:45][CH3:44])[C:22]#[C:23][CH:24]1[CH2:27][CH:26]([CH2:28][C:29]([CH3:32])([CH3:31])[CH3:30])[CH2:25]1)[CH2:13][C:14]([O:16][C:17]([CH3:20])([CH3:19])[CH3:18])=[O:15])[C:2]1[CH:7]=[CH:6][CH:5]=[CH:4][CH:3]=1, predict the reactants needed to synthesize it.